This data is from hERG potassium channel inhibition data for cardiac toxicity prediction from Karim et al.. The task is: Regression/Classification. Given a drug SMILES string, predict its toxicity properties. Task type varies by dataset: regression for continuous values (e.g., LD50, hERG inhibition percentage) or binary classification for toxic/non-toxic outcomes (e.g., AMES mutagenicity, cardiotoxicity, hepatotoxicity). Dataset: herg_karim. (1) The result is 0 (non-blocker). The drug is O=C(c1cccc(Cl)c1Cl)N(C1CCOCC1)C1CCNC1. (2) The compound is COc1ncccc1-c1nnc(SCCCN2CC[C@]3(C[C@@H]3c3ccc(C(F)(F)F)cc3)C2)n1C. The result is 1 (blocker). (3) The molecule is COc1ccc2c(Oc3ccc(CC(=O)Nc4cn(C)nc4C)c(OC)c3)ccnc2c1.O=S(=O)(O)O. The result is 0 (non-blocker). (4) The molecule is COc1cc(OC2CCN(C)CC2)ccc1Nc1ncc2c(n1)n(C1CCCC1)c(=O)n2C. The result is 0 (non-blocker). (5) The drug is Cn1c(=O)c(C#N)c(NC2CCN(Cc3ccc4ccccc4c3)CC2)c2cc(Cl)ccc21. The result is 1 (blocker). (6) The compound is Cc1[nH]c(-c2ccccn2)cc1C(=O)NCCCN1CCN(c2cccc(Cl)c2Cl)CC1.Cl.Cl.Cl.Cl. The result is 1 (blocker). (7) The compound is CC(NC(=O)C1(N)CCN(c2ncnc3[nH]ccc23)CC1)c1ccc(Cl)cc1. The result is 1 (blocker). (8) The drug is O=P(c1ccccc1)(c1ccccc1)N(Cc1ccccn1)c1cccnc1. The result is 0 (non-blocker). (9) The molecule is NC1=NC2(CO1)c1cc(-c3cncc(OCC(F)(F)C(F)F)c3)ccc1OCC21CC1. The result is 1 (blocker). (10) The compound is COCCOc1ccn2c(-c3ccc4cccc(O[C@@H]5CCNC[C@H]5F)c4n3)cnc2c1. The result is 1 (blocker).